This data is from NCI-60 drug combinations with 297,098 pairs across 59 cell lines. The task is: Regression. Given two drug SMILES strings and cell line genomic features, predict the synergy score measuring deviation from expected non-interaction effect. (1) Synergy scores: CSS=20.1, Synergy_ZIP=-5.16, Synergy_Bliss=4.19, Synergy_Loewe=-4.96, Synergy_HSA=4.10. Drug 2: C(CCl)NC(=O)N(CCCl)N=O. Cell line: UACC62. Drug 1: COC1=C(C=C2C(=C1)N=CN=C2NC3=CC(=C(C=C3)F)Cl)OCCCN4CCOCC4. (2) Drug 1: C1CCC(C1)C(CC#N)N2C=C(C=N2)C3=C4C=CNC4=NC=N3. Drug 2: C(CN)CNCCSP(=O)(O)O. Cell line: MALME-3M. Synergy scores: CSS=-6.19, Synergy_ZIP=-1.04, Synergy_Bliss=-5.42, Synergy_Loewe=-5.37, Synergy_HSA=-6.50. (3) Drug 1: CCC1=CC2CC(C3=C(CN(C2)C1)C4=CC=CC=C4N3)(C5=C(C=C6C(=C5)C78CCN9C7C(C=CC9)(C(C(C8N6C)(C(=O)OC)O)OC(=O)C)CC)OC)C(=O)OC.C(C(C(=O)O)O)(C(=O)O)O. Drug 2: CC1=C(C=C(C=C1)C(=O)NC2=CC(=CC(=C2)C(F)(F)F)N3C=C(N=C3)C)NC4=NC=CC(=N4)C5=CN=CC=C5. Cell line: MOLT-4. Synergy scores: CSS=80.7, Synergy_ZIP=15.2, Synergy_Bliss=14.5, Synergy_Loewe=-10.5, Synergy_HSA=10.6. (4) Drug 1: CCC1(CC2CC(C3=C(CCN(C2)C1)C4=CC=CC=C4N3)(C5=C(C=C6C(=C5)C78CCN9C7C(C=CC9)(C(C(C8N6C)(C(=O)OC)O)OC(=O)C)CC)OC)C(=O)OC)O.OS(=O)(=O)O. Drug 2: N.N.Cl[Pt+2]Cl. Cell line: HOP-92. Synergy scores: CSS=45.8, Synergy_ZIP=-3.67, Synergy_Bliss=-4.40, Synergy_Loewe=-2.98, Synergy_HSA=-2.22.